From a dataset of Catalyst prediction with 721,799 reactions and 888 catalyst types from USPTO. Predict which catalyst facilitates the given reaction. (1) Reactant: [CH3:1]O.[CH2:3]([OH:5])[CH3:4].[CH2:6]([OH:9])[CH2:7]C. Product: [CH3:3][O:5][C:6]([OH:9])([CH3:7])[CH3:1].[CH2:3]([O:5][CH:6]([OH:9])[CH3:7])[CH3:4]. The catalyst class is: 32. (2) Reactant: [Cl:1][C:2]1[CH:3]=[C:4]([S:9]([N:12]([CH2:22][P:23](=[O:30])([O:27][CH2:28][CH3:29])[O:24][CH2:25][CH3:26])[C:13]2[CH:14]=[C:15]3[C:19](=[CH:20][CH:21]=2)[NH:18][CH:17]=[CH:16]3)(=[O:11])=[O:10])[CH:5]=[C:6]([Cl:8])[CH:7]=1.[C:31](OCC)(=[O:33])[CH3:32].C(=O)([O-])O.[Na+]. Product: [C:31]([N:18]1[C:19]2[C:15](=[CH:14][C:13]([N:12]([CH2:22][P:23](=[O:30])([O:24][CH2:25][CH3:26])[O:27][CH2:28][CH3:29])[S:9]([C:4]3[CH:5]=[C:6]([Cl:8])[CH:7]=[C:2]([Cl:1])[CH:3]=3)(=[O:10])=[O:11])=[CH:21][CH:20]=2)[CH:16]=[CH:17]1)(=[O:33])[CH3:32]. The catalyst class is: 152.